Binary Classification. Given a miRNA mature sequence and a target amino acid sequence, predict their likelihood of interaction. From a dataset of Experimentally validated miRNA-target interactions with 360,000+ pairs, plus equal number of negative samples. (1) The miRNA is hsa-miR-373-5p with sequence ACUCAAAAUGGGGGCGCUUUCC. The protein sequence of the target gene is MDFLNASDQNLTSEELLNRMPSKILVSLTLSGLALMTTTINSLVIAAIIVTRKLHHPANYLICSLAVTDFLVAVLVMPFSIVYIVRESWIMGQVLCDIWLSVDIICCTCSILHLSAIALDRYRAITDAVEYARKRTPRHAGIMITIVWVISVFISMPPLFWRHQGTSRDDECVIKHDHIVSTIYSTFGAFYIPLVLILILYYKIYRAARTLYHKRQASRMIKEELNGQVFLESGEKSIKLVSTSYMLEKSLSDPSTDFDRIHSTVKSPRSELKHEKSWRRQKISGTRERKAATTLGLILG.... Result: 0 (no interaction). (2) The miRNA is hsa-miR-4286 with sequence ACCCCACUCCUGGUACC. The protein sequence of the target gene is MDQTCELPRRNCLLPFSNPVNLDAPEDKDSPFGNGQSNFSEPLNGCTMQLSTVSGTSQNAYGQDSPSCYIPLRRLQDLASMINVEYLNGSADGSESFQDPEKSDSRAQTPIVCTSLSPGGPTALAMKQEPSCNNSPELQVKVTKTIKNGFLHFENFTCVDDADVDSEMDPEQPVTEDESIEEIFEETQTNATCNYETKSENGVKVAMGSEQDSTPESRHGAVKSPFLPLAPQTETQKNKQRNEVDGSNEKAALLPAPFSLGDTNITIEEQLNSINLSFQDDPDSSTSTLGNMLELPGTSS.... Result: 1 (interaction). (3) The miRNA is hsa-miR-4716-5p with sequence UCCAUGUUUCCUUCCCCCUUCU. The protein sequence of the target gene is MAAAVAVAAASRRQSCYLCDLPRMPWAMIWDFTEPVCRGCVNYEGADRVEFVIETARQLKRAHGCFPEGRSPPGAAASAAAKPPPLSAKDILLQQQQQLGHGGPEAAPRAPQALERYPLAAAAERPPRLGSDFGSSRPAASLAQPPTPQPPPVNGILVPNGFSKLEEPPELNRQSPNPRRGHAVPPTLVPLMNGSATPLPTALGLGGRAAASLAAVSGTAAASLGSAQPTDLGAHKRPASVSSSAAVEHEQREAAAKEKQPPPPAHRGPADSLSTAAGAAELSAEGAGKSRGSGEQDWVN.... Result: 1 (interaction).